Dataset: Full USPTO retrosynthesis dataset with 1.9M reactions from patents (1976-2016). Task: Predict the reactants needed to synthesize the given product. (1) Given the product [F:18][C:13]1[CH:12]=[C:11]([N:10]2[CH2:9][C@@H:26]([CH2:27][OH:29])[O:25][C:20]2=[O:24])[CH:16]=[CH:15][C:14]=1[CH3:17], predict the reactants needed to synthesize it. The reactants are: C(O[C:9](=O)[NH:10][C:11]1[CH:16]=[CH:15][C:14]([CH3:17])=[C:13]([F:18])[CH:12]=1)C1C=CC=CC=1.[C:20]([O:25][CH2:26][C@H:27]1[O:29]C1)(=[O:24])CCC. (2) Given the product [NH2:31][C@H:30]([CH2:34][OH:33])[CH2:29][O:28][C:23]1[CH:24]=[CH:25][CH:26]=[CH:27][C:22]=1[C:20]([NH:19][C:15]1[C:14](=[O:37])[N:13]([C:8]2[CH:7]=[C:6]([CH:11]=[CH:10][C:9]=2[CH3:12])[C:5]([NH:4][CH:1]2[CH2:2][CH2:3]2)=[O:38])[CH:18]=[CH:17][N:16]=1)([CH3:21])[CH3:36], predict the reactants needed to synthesize it. The reactants are: [CH:1]1([NH:4][C:5](=[O:38])[C:6]2[CH:11]=[CH:10][C:9]([CH3:12])=[C:8]([N:13]3[CH:18]=[CH:17][N:16]=[C:15]([NH:19][C:20]([CH3:36])([C:22]4[CH:27]=[CH:26][CH:25]=[CH:24][C:23]=4[O:28][CH2:29][C@H:30]4[CH2:34][O:33]C(=O)[NH:31]4)[CH3:21])[C:14]3=[O:37])[CH:7]=2)[CH2:3][CH2:2]1.[OH-].[K+]. (3) Given the product [F:9][C:5]1[CH:6]=[C:7]([OH:8])[C:2]2[N:3]([C:11]([C:12]([O:14][CH2:15][CH3:16])=[O:13])=[C:17]([CH3:19])[N:1]=2)[CH:4]=1, predict the reactants needed to synthesize it. The reactants are: [NH2:1][C:2]1[C:7]([OH:8])=[CH:6][C:5]([F:9])=[CH:4][N:3]=1.Cl[CH:11]([C:17]([CH3:19])=O)[C:12]([O:14][CH2:15][CH3:16])=[O:13]. (4) Given the product [CH:1]([C:4]1[N:12]([C:13]2[CH:28]=[CH:27][C:16]([C:17]3[N:18]([C:19]4[CH:20]=[N:21][C:22]([CH3:25])=[CH:23][CH:24]=4)[CH:31]=[C:32]([C:34]4[N:35]=[CH:36][S:37][CH:38]=4)[N:26]=3)=[CH:15][CH:14]=2)[C:7]2=[N:8][CH:9]=[CH:10][CH:11]=[C:6]2[N:5]=1)([CH3:3])[CH3:2], predict the reactants needed to synthesize it. The reactants are: [CH:1]([C:4]1[N:12]([C:13]2[CH:28]=[CH:27][C:16]([C:17]([NH2:26])=[N:18][C:19]3[CH:20]=[N:21][C:22]([CH3:25])=[CH:23][CH:24]=3)=[CH:15][CH:14]=2)[C:7]2=[N:8][CH:9]=[CH:10][CH:11]=[C:6]2[N:5]=1)([CH3:3])[CH3:2].Br.Br[CH2:31][C:32]([C:34]1[N:35]=[CH:36][S:37][CH:38]=1)=O.C([O-])(O)=O.[Na+]. (5) Given the product [Cl:21][C:19]1[CH:18]=[CH:17][C:16]([N+:22]([O-:24])=[O:23])=[C:15]([CH:20]=1)[NH:6][CH:2]1[CH2:5][CH2:4][CH2:3]1, predict the reactants needed to synthesize it. The reactants are: Cl.[CH:2]1([NH2:6])[CH2:5][CH2:4][CH2:3]1.C(N(CC)CC)C.Cl[C:15]1[CH:20]=[C:19]([Cl:21])[CH:18]=[CH:17][C:16]=1[N+:22]([O-:24])=[O:23].O1CCCC1.